Task: Predict the product of the given reaction.. Dataset: Forward reaction prediction with 1.9M reactions from USPTO patents (1976-2016) (1) The product is: [Br:1][C:2]1[CH:3]=[C:4]([N+:11]([O-:13])=[O:12])[CH:5]=[C:6]2[C:10]=1[N:9]([CH3:14])[CH:8]=[CH:7]2. Given the reactants [Br:1][C:2]1[CH:3]=[C:4]([N+:11]([O-:13])=[O:12])[CH:5]=[C:6]2[C:10]=1[NH:9][CH:8]=[CH:7]2.[CH3:14]C(C)([O-])C.[K+].CI.O, predict the reaction product. (2) Given the reactants [NH2:1][CH2:2][CH2:3][CH2:4][CH2:5][N:6]1[C:18]2[C:17]3[CH:16]=[CH:15][CH:14]=[CH:13][C:12]=3[N:11]=[C:10]([NH2:19])[C:9]=2[N:8]=[CH:7]1.[CH3:20][N:21]([CH3:36])[C:22]1[CH:31]=[CH:30][CH:29]=[C:28]2[C:23]=1[CH:24]=[CH:25][CH:26]=[C:27]2[S:32](Cl)(=[O:34])=[O:33], predict the reaction product. The product is: [NH2:19][C:10]1[C:9]2[N:8]=[CH:7][N:6]([CH2:5][CH2:4][CH2:3][CH2:2][NH:1][S:32]([C:27]3[C:28]4[C:23](=[C:22]([N:21]([CH3:36])[CH3:20])[CH:31]=[CH:30][CH:29]=4)[CH:24]=[CH:25][CH:26]=3)(=[O:34])=[O:33])[C:18]=2[C:17]2[CH:16]=[CH:15][CH:14]=[CH:13][C:12]=2[N:11]=1.